Dataset: Catalyst prediction with 721,799 reactions and 888 catalyst types from USPTO. Task: Predict which catalyst facilitates the given reaction. (1) Product: [CH:1]1([C:6]2[N:8]=[C:16]([OH:17])[C:11]3[S:12][CH2:13][CH2:14][CH2:15][C:10]=3[N:7]=2)[CH2:5][CH2:4][CH2:3][CH2:2]1. Reactant: [CH:1]1([C:6](=[NH:8])[NH2:7])[CH2:5][CH2:4][CH2:3][CH2:2]1.O=[C:10]1[CH2:15][CH2:14][CH2:13][S:12][CH:11]1[C:16](OC)=[O:17].C[O-].[Na+]. The catalyst class is: 8. (2) Reactant: [F:1][C:2]1[CH:24]=[CH:23][C:5]([CH2:6][NH:7][C:8]([C:10]2[S:14][C:13]([C:15]3[CH:20]=[N:19][CH:18]=[C:17](I)[N:16]=3)=[N:12][C:11]=2[CH3:22])=[O:9])=[CH:4][CH:3]=1.[F:25][C:26]1[CH:34]=[CH:33][C:29]([CH2:30][NH:31][CH3:32])=[CH:28][CH:27]=1.C(N(C(C)C)CC)(C)C.CC(N(C)C)=O. Product: [F:1][C:2]1[CH:24]=[CH:23][C:5]([CH2:6][NH:7][C:8]([C:10]2[S:14][C:13]([C:15]3[CH:20]=[N:19][CH:18]=[C:17]([N:31]([CH2:30][C:29]4[CH:33]=[CH:34][C:26]([F:25])=[CH:27][CH:28]=4)[CH3:32])[N:16]=3)=[N:12][C:11]=2[CH3:22])=[O:9])=[CH:4][CH:3]=1. The catalyst class is: 4. (3) Reactant: O[CH:2]1[CH2:5][CH:4]([NH:6][C:7](=[O:13])[O:8][C:9]([CH3:12])([CH3:11])[CH3:10])[CH2:3]1.C(N(CC)CC)C.[S:21](Cl)([C:24]1[CH:30]=[CH:29][C:27]([CH3:28])=[CH:26][CH:25]=1)(=[O:23])=[O:22]. Product: [S:21]([CH:2]1[CH2:5][CH:4]([NH:6][C:7](=[O:13])[O:8][C:9]([CH3:12])([CH3:11])[CH3:10])[CH2:3]1)([C:24]1[CH:30]=[CH:29][C:27]([CH3:28])=[CH:26][CH:25]=1)(=[O:23])=[O:22]. The catalyst class is: 22.